This data is from Peptide-MHC class I binding affinity with 185,985 pairs from IEDB/IMGT. The task is: Regression. Given a peptide amino acid sequence and an MHC pseudo amino acid sequence, predict their binding affinity value. This is MHC class I binding data. (1) The peptide sequence is IQFGHLSL. The MHC is H-2-Kb with pseudo-sequence H-2-Kb. The binding affinity (normalized) is 0.572. (2) The peptide sequence is CCFHCQVC. The MHC is HLA-A02:03 with pseudo-sequence HLA-A02:03. The binding affinity (normalized) is 0. (3) The peptide sequence is CLERWMLVA. The MHC is HLA-A01:01 with pseudo-sequence HLA-A01:01. The binding affinity (normalized) is 0.535. (4) The peptide sequence is YSKDNSIRI. The MHC is H-2-Db with pseudo-sequence H-2-Db. The binding affinity (normalized) is 0.177. (5) The peptide sequence is TSGPGIRY. The MHC is Mamu-A02 with pseudo-sequence Mamu-A02. The binding affinity (normalized) is 0.587. (6) The MHC is HLA-B15:09 with pseudo-sequence HLA-B15:09. The binding affinity (normalized) is 0.0847. The peptide sequence is YSRPWNWTF. (7) The peptide sequence is NRDVSFQDL. The MHC is HLA-B57:01 with pseudo-sequence HLA-B57:01. The binding affinity (normalized) is 0.0847. (8) The peptide sequence is MTTTANWLW. The MHC is HLA-A80:01 with pseudo-sequence HLA-A80:01. The binding affinity (normalized) is 0.0997. (9) The peptide sequence is QNGALAINTF. The MHC is HLA-A68:01 with pseudo-sequence HLA-A68:01. The binding affinity (normalized) is 0.0215. (10) The peptide sequence is VMKRNFIDF. The MHC is HLA-A30:01 with pseudo-sequence HLA-A30:01. The binding affinity (normalized) is 0.242.